The task is: Predict which catalyst facilitates the given reaction.. This data is from Catalyst prediction with 721,799 reactions and 888 catalyst types from USPTO. (1) Reactant: C1(O[C:8](=[O:40])[NH:9][C:10]2[CH:15]=[C:14]([O:16][C:17]3[CH:22]=[CH:21][C:20]([NH:23][C:24]([C:26]4[C:27](=[O:39])[N:28]([C:33]5[CH:38]=[CH:37][CH:36]=[CH:35][CH:34]=5)[N:29]([CH3:32])[C:30]=4[CH3:31])=[O:25])=[CH:19][CH:18]=3)[CH:13]=[CH:12][N:11]=2)C=CC=CC=1.[CH3:41][NH:42][CH2:43][CH2:44][OH:45]. Product: [OH:45][CH2:44][CH2:43][N:42]([CH3:41])[C:8](=[O:40])[NH:9][C:10]1[CH:15]=[C:14]([O:16][C:17]2[CH:18]=[CH:19][C:20]([NH:23][C:24]([C:26]3[C:27](=[O:39])[N:28]([C:33]4[CH:34]=[CH:35][CH:36]=[CH:37][CH:38]=4)[N:29]([CH3:32])[C:30]=3[CH3:31])=[O:25])=[CH:21][CH:22]=2)[CH:13]=[CH:12][N:11]=1. The catalyst class is: 37. (2) Reactant: [CH2:1]([C:3]1[CH:25]=[CH:24][CH:23]=[CH:22][C:4]=1[NH:5][C:6]1[C:15]2[C:10](=[CH:11][C:12]([OH:18])=[C:13]([O:16][CH3:17])[CH:14]=2)[N:9]=[CH:8][C:7]=1[C:19]([NH2:21])=[O:20])[CH3:2].Br[CH2:27][CH2:28][CH2:29][CH2:30]Cl.C([O-])([O-])=O.[Cs+].[Cs+].[NH:38]1[CH2:43][CH2:42][O:41][CH2:40][CH2:39]1. Product: [CH2:1]([C:3]1[CH:25]=[CH:24][CH:23]=[CH:22][C:4]=1[NH:5][C:6]1[C:15]2[C:10](=[CH:11][C:12]([O:18][CH2:27][CH2:28][CH2:29][CH2:30][N:38]3[CH2:43][CH2:42][O:41][CH2:40][CH2:39]3)=[C:13]([O:16][CH3:17])[CH:14]=2)[N:9]=[CH:8][C:7]=1[C:19]([NH2:21])=[O:20])[CH3:2]. The catalyst class is: 58. (3) Reactant: CC(C)([S@]([NH:6][C@@H:7]([C:11]1([NH:14][C:15](=[O:24])[O:16][CH2:17][C:18]2[CH:23]=[CH:22][CH:21]=[CH:20][CH:19]=2)[CH2:13][CH2:12]1)[C:8]([CH3:10])=[CH2:9])=O)C.[ClH:26]. Product: [ClH:26].[CH2:17]([O:16][C:15](=[O:24])[NH:14][C:11]1([C@H:7]([NH2:6])[C:8]([CH3:10])=[CH2:9])[CH2:13][CH2:12]1)[C:18]1[CH:19]=[CH:20][CH:21]=[CH:22][CH:23]=1. The catalyst class is: 71. (4) Reactant: [Br:1][C:2]1[S:6][CH:5]=[C:4]([C:7]([OH:9])=O)[CH:3]=1.[CH3:10][O:11][C:12]1[CH:13]=[C:14]([CH:17]=[CH:18][CH:19]=1)[CH2:15][NH2:16].CCN=C=NCCCN(C)C.C1C=C2N=NN(O)C2=CC=1.O. Product: [CH3:10][O:11][C:12]1[CH:13]=[C:14]([CH:17]=[CH:18][CH:19]=1)[CH2:15][NH:16][C:7]([C:4]1[CH:3]=[C:2]([Br:1])[S:6][CH:5]=1)=[O:9]. The catalyst class is: 31.